Dataset: Catalyst prediction with 721,799 reactions and 888 catalyst types from USPTO. Task: Predict which catalyst facilitates the given reaction. (1) Reactant: C([O:3][C:4]([C@@H:6]1[CH2:8][C@H:7]1[C:9]1[C:17]2[C:12](=[C:13]([C:18]3[N:22]=[C:21]([C:23]4[CH:28]=[CH:27][C:26]([O:29][CH:30]([CH3:32])[CH3:31])=[C:25]([Cl:33])[CH:24]=4)[O:20][N:19]=3)[CH:14]=[CH:15][CH:16]=2)[N:11]([CH3:34])[CH:10]=1)=[O:5])C.[OH-].[Na+].Cl. Product: [Cl:33][C:25]1[CH:24]=[C:23]([C:21]2[O:20][N:19]=[C:18]([C:13]3[CH:14]=[CH:15][CH:16]=[C:17]4[C:12]=3[N:11]([CH3:34])[CH:10]=[C:9]4[C@@H:7]3[CH2:8][C@H:6]3[C:4]([OH:5])=[O:3])[N:22]=2)[CH:28]=[CH:27][C:26]=1[O:29][CH:30]([CH3:31])[CH3:32]. The catalyst class is: 1. (2) Reactant: [CH2:1]([O:8][C:9]1[C:10]([C:18]([O:20][C:21]([CH3:24])([CH3:23])[CH3:22])=[O:19])=[N:11][C:12]([CH2:16][Cl:17])=[N:13][C:14]=1[OH:15])[C:2]1[CH:7]=[CH:6][CH:5]=[CH:4][CH:3]=1.[CH3:25][O:26][CH2:27]Cl.C(N(C(C)C)CC)(C)C. Product: [CH2:1]([O:8][C:9]1[C:10]([C:18]([O:20][C:21]([CH3:24])([CH3:23])[CH3:22])=[O:19])=[N:11][C:12]([CH2:16][Cl:17])=[N:13][C:14]=1[O:15][CH2:25][O:26][CH3:27])[C:2]1[CH:7]=[CH:6][CH:5]=[CH:4][CH:3]=1. The catalyst class is: 7. (3) Reactant: [C:1]([C:3]1[CH:4]=[C:5]([C:13]([N:15]([CH2:17][CH:18]([C:22]2[CH:27]=[CH:26][C:25]([F:28])=[CH:24][C:23]=2[CH3:29])[CH2:19][CH2:20][OH:21])[CH3:16])=[O:14])[C:6]2[CH2:7][CH2:8][CH2:9][CH2:10][C:11]=2[CH:12]=1)#[N:2].CC(OI1(OC(C)=O)(OC(C)=O)OC(=O)C2C=CC=CC1=2)=O.S([O-])([O-])(=O)=S.[Na+].[Na+]. Product: [C:1]([C:3]1[CH:4]=[C:5]([C:13]([N:15]([CH2:17][CH:18]([C:22]2[CH:27]=[CH:26][C:25]([F:28])=[CH:24][C:23]=2[CH3:29])[CH2:19][CH:20]=[O:21])[CH3:16])=[O:14])[C:6]2[CH2:7][CH2:8][CH2:9][CH2:10][C:11]=2[CH:12]=1)#[N:2]. The catalyst class is: 326. (4) Reactant: [CH3:1][O:2][C:3]1[CH:8]=[CH:7][C:6]([CH2:9][C:10]([C:12]2[CH:19]=[CH:18][C:15]([C:16]#[N:17])=[CH:14][C:13]=2[CH3:20])=[O:11])=[CH:5][CH:4]=1.C[Si](C)(C)[N-][Si](C)(C)C.[Li+].Br[CH2:32][CH:33]=[CH2:34]. Product: [CH3:1][O:2][C:3]1[CH:4]=[CH:5][C:6]([CH:9]([CH2:34][CH:33]=[CH2:32])[C:10]([C:12]2[CH:19]=[CH:18][C:15]([C:16]#[N:17])=[CH:14][C:13]=2[CH3:20])=[O:11])=[CH:7][CH:8]=1. The catalyst class is: 7. (5) Reactant: [C:1]([C:5]1[CH:15]=[CH:14][C:8]([C:9]([O:11][CH2:12][CH3:13])=[O:10])=[C:7]([CH3:16])[CH:6]=1)([CH3:4])([CH3:3])[CH3:2].[Br:17]N1C(=O)CCC1=O.C(OOC(=O)C1C=CC=CC=1)(=O)C1C=CC=CC=1.O. The catalyst class is: 48. Product: [Br:17][CH2:16][C:7]1[CH:6]=[C:5]([C:1]([CH3:3])([CH3:2])[CH3:4])[CH:15]=[CH:14][C:8]=1[C:9]([O:11][CH2:12][CH3:13])=[O:10]. (6) Reactant: [CH2:1]([O:8][C:9]1[CH:14]=[C:13]([O:15][CH2:16][C:17]2[CH:22]=[CH:21][CH:20]=[CH:19][CH:18]=2)[C:12]([CH:23]([CH3:25])[CH3:24])=[CH:11][C:10]=1[C:26]1[O:30][N:29]=[C:28]([C:31]([NH:33][CH2:34][CH3:35])=[O:32])[C:27]=1I)[C:2]1[CH:7]=[CH:6][CH:5]=[CH:4][CH:3]=1.[CH2:37]([Sn](CCCC)(CCCC)C=C)[CH2:38]CC. Product: [CH2:1]([O:8][C:9]1[CH:14]=[C:13]([O:15][CH2:16][C:17]2[CH:22]=[CH:21][CH:20]=[CH:19][CH:18]=2)[C:12]([CH:23]([CH3:25])[CH3:24])=[CH:11][C:10]=1[C:26]1[O:30][N:29]=[C:28]([C:31]([NH:33][CH2:34][CH3:35])=[O:32])[C:27]=1[CH:37]=[CH2:38])[C:2]1[CH:7]=[CH:6][CH:5]=[CH:4][CH:3]=1. The catalyst class is: 109. (7) Reactant: [N:1]([CH2:4][C:5]1[CH:9]=[C:8]([CH2:10][CH:11]([CH3:13])[CH3:12])[N:7]([C:14]2[CH:19]=[CH:18][CH:17]=[CH:16][CH:15]=2)[N:6]=1)=[N+]=[N-].[CH3:20]I. Product: [CH2:10]([C:8]1[N:7]([C:14]2[CH:19]=[CH:18][CH:17]=[CH:16][CH:15]=2)[N:6]=[C:5]([CH2:4][NH:1][CH3:20])[CH:9]=1)[CH:11]([CH3:13])[CH3:12]. The catalyst class is: 7. (8) Reactant: [C:1]([O:5][C:6]([N:8]1[CH2:15][CH:14]2[NH:16][CH:10]([CH2:11][O:12][CH2:13]2)[CH2:9]1)=[O:7])([CH3:4])([CH3:3])[CH3:2].[CH:17]1[C:29]2[CH:28]([CH2:30][O:31][C:32](C3CC(=O)N(O)C3=O)=[O:33])[C:27]3[C:22](=[CH:23][CH:24]=[CH:25][CH:26]=3)[C:21]=2[CH:20]=[CH:19][CH:18]=1. Product: [CH:17]1[C:29]2[CH:28]([CH2:30][O:31][C:32]([N:16]3[CH:14]4[CH2:15][N:8]([C:6]([O:5][C:1]([CH3:4])([CH3:2])[CH3:3])=[O:7])[CH2:9][CH:10]3[CH2:11][O:12][CH2:13]4)=[O:33])[C:27]3[C:22](=[CH:23][CH:24]=[CH:25][CH:26]=3)[C:21]=2[CH:20]=[CH:19][CH:18]=1. The catalyst class is: 1.